Dataset: Full USPTO retrosynthesis dataset with 1.9M reactions from patents (1976-2016). Task: Predict the reactants needed to synthesize the given product. (1) The reactants are: [CH2:1]([Li])[CH2:2][CH2:3][CH3:4].[CH2:6]([C:8]1([CH3:15])C=CC=C[CH:9]1I)[CH3:7].C[O:17][B:18](OC)[O:19]C.Cl. Given the product [CH2:3]([C:2]1[CH:1]=[CH:7][CH:6]=[C:8]([CH3:15])[C:9]=1[B:18]([OH:19])[OH:17])[CH3:4], predict the reactants needed to synthesize it. (2) Given the product [Na+:2].[CH3:27][C:19]1[CH:18]=[C:17]([CH2:16][O:4][C:5]2[CH:10]=[CH:9][C:8]([S:11]([O-:14])(=[O:12])=[O:13])=[CH:7][CH:6]=2)[C:26]2[C:21](=[CH:22][CH:23]=[CH:24][CH:25]=2)[N:20]=1, predict the reactants needed to synthesize it. The reactants are: [OH-].[Na+:2].[Na+].[OH:4][C:5]1[CH:10]=[CH:9][C:8]([S:11]([O-:14])(=[O:13])=[O:12])=[CH:7][CH:6]=1.Cl[CH2:16][C:17]1[C:26]2[C:21](=[CH:22][CH:23]=[CH:24][CH:25]=2)[N:20]=[C:19]([CH3:27])[CH:18]=1.[I-].[Na+].